From a dataset of Drug-target binding data from BindingDB using IC50 measurements. Regression. Given a target protein amino acid sequence and a drug SMILES string, predict the binding affinity score between them. We predict pIC50 (pIC50 = -log10(IC50 in M); higher means more potent). Dataset: bindingdb_ic50. (1) The small molecule is CCOC(=O)c1ccc(C(=O)C(F)(F)F)o1. The target protein sequence is TTGLVYDTLMLKHQCTCGSSSSHPEHAGRIQSIWSRLQETGLRGKCECIRGRKATLEELQTVHSEAHTLLYGTNPLNRQKLDSKKLLGSLASVFVRLPCGGVGVDSDTIWNEVHSAGAARLAVGCVVELVFKVATGELKNGFAVVRPPGHHAEESTPMGFCYFNSVAVAAKLLQQRLSVSKILIVDWDVHHGNGTQQAFYSDPSVLYMSLHRYDDGNFFPGSGAPDEVGTGPGVGFNVNMAFTGGLDPPMGDAEYLAAFRTVVMPIASEFAPDVVLVSSGFDAVEGHPTPLGGYNLSARCFGYLTKQLMGLAGGRIVLALEGGYDLTAICDASEACVSALLGNELDPLPEKVLQQRPNANAVRSMEKVMEIHSKYWRCLQRTTSTAGRSLIEAQTCENEEAETVTAMASLSVGVKPAEKRPDEEPMEEEPPL. The pIC50 is 5.5. (2) The small molecule is O=C(O)c1ccc(NC(=O)[C@@H]2CC[C@@H]3CN2C(=O)N3OS(=O)(=O)O)cc1. The target protein sequence is MKKFILPIFSISILVSLSACSSIKTKSEDNFHISSQQHEKAIKSYFDEAQTQGVIIIKEGKNLSTYGNALARANKEYVPASTFKMLNALIGLENHKATTNEIFKWDGKKRTYPMWEKDMTLGEAMALSAVPVYQELARRTGLELMQKEVKRVNFGNTNIGTQVDNFWLVGPLKITPVQEVNFADDLAHNRLPFKLETQEEVKKMLLIKEVNGSKIYAKSGWGMGVTPQVGWLTGWVEQANGKKIPFSLNLEMKEGMSGSIRNEITYKSLENLGII. The pIC50 is 5.3. (3) The drug is O=C1CS/C(=N/N=C/c2ccc([N+](=O)[O-])cc2)N1. The target protein (P41020) has sequence MKINRQQYAESYGPTVGDRVRLADTDLGEVEKDYYYLGDEVNFGGGKVLREGMGENGTYTRTENVLDLLLTNALILDYTGIYKADIGVKDGYIVGIGKGGNPDIMDGVTPNMIVGTATEVIAAEGKIVTAGGIDTHVHFINPDQVDVALANGITTLFGGGTGPAEGSKATTVTPGPWNIEKMLKSTEGLPINVGILGKGHGSSIAPIMEQIDAGAAGLKIHEDWGATPASIDRSLTVADEADVQVAIHSDTLNEAGFLEDTVRAINGRVIHSFHVEGAGGGHAPDIMAMAGHPNVLPSSTNPTRPFTVNTIDEHLDMLMVCHHLKQNIPEDVAFADSRIRPETIAAEDILHDLGIISMMSTDALAMGRAGEMVLRTWQTADKMKKQRGPLAEEKNGSDNFRLKRYVSKYTINPAIAQGMAHEVGSIEEGKFADLVLWEPKFFGVKADRVIKGGIIAYAQIGDPSASIPTPQPVMGRRMYGTVGDLIHDTNITFMSKSSIQ.... The pIC50 is 4.6.